Dataset: Reaction yield outcomes from USPTO patents with 853,638 reactions. Task: Predict the reaction yield, written as a fraction of the theoretical maximum amount of product (1.0 means a 100% yield; for example, 0.34 means a 34% yield). The reactants are [OH:1][C@@H:2]([CH3:37])[C@@H:3]([NH:6][C:7]([C:9]1[NH:10][C:11]([C:14]2[CH:19]=[C:18]([O:20][C:21]3[CH:22]=[N:23][C:24]([S:27]([CH3:30])(=[O:29])=[O:28])=[CH:25][CH:26]=3)[CH:17]=[C:16]([O:31][C@@H:32]([CH3:36])[CH2:33][O:34][CH3:35])[CH:15]=2)=[CH:12][CH:13]=1)=O)[CH2:4][OH:5].CS(O)(=O)=O.C(N(CC)CC)C.C(=O)([O-])O.[Na+]. The catalyst is O1CCCC1. The product is [CH3:35][O:34][CH2:33][C@H:32]([CH3:36])[O:31][C:16]1[CH:15]=[C:14]([C:11]2[NH:10][C:9]([C:7]3[O:5][CH2:4][C@@H:3]([C@@H:2]([OH:1])[CH3:37])[N:6]=3)=[CH:13][CH:12]=2)[CH:19]=[C:18]([O:20][C:21]2[CH:22]=[N:23][C:24]([S:27]([CH3:30])(=[O:28])=[O:29])=[CH:25][CH:26]=2)[CH:17]=1. The yield is 0.670.